This data is from Peptide-MHC class II binding affinity with 134,281 pairs from IEDB. The task is: Regression. Given a peptide amino acid sequence and an MHC pseudo amino acid sequence, predict their binding affinity value. This is MHC class II binding data. The binding affinity (normalized) is 0.104. The MHC is HLA-DQA10501-DQB10301 with pseudo-sequence HLA-DQA10501-DQB10301. The peptide sequence is QRPLVTIKIGGQLKE.